From a dataset of HIV replication inhibition screening data with 41,000+ compounds from the AIDS Antiviral Screen. Binary Classification. Given a drug SMILES string, predict its activity (active/inactive) in a high-throughput screening assay against a specified biological target. (1) The molecule is Oc1ncc2[nH]c(=S)[nH]c2n1. The result is 0 (inactive). (2) The molecule is CC1(C)C2CCC(CN)(C2)C1O.Cl. The result is 0 (inactive). (3) The molecule is CCOC(=O)C(=Cc1ccoc1)P(=O)(OCC)OCC. The result is 0 (inactive). (4) The drug is C=CCn1c(=O)c2ccccc2[n+]2c(-c3cccc([N+](=O)[O-])c3)csc12.[Cl-]. The result is 0 (inactive).